This data is from Full USPTO retrosynthesis dataset with 1.9M reactions from patents (1976-2016). The task is: Predict the reactants needed to synthesize the given product. (1) Given the product [CH2:6]([S:13][C:14]1[N:15]=[C:16]([NH:32][S:2]([CH3:1])(=[O:4])=[O:3])[CH:17]=[C:18]([NH:20][C@H:21]([CH3:31])[CH2:22][O:23][Si:24]([C:27]([CH3:30])([CH3:29])[CH3:28])([CH3:25])[CH3:26])[N:19]=1)[C:7]1[CH:8]=[CH:9][CH:10]=[CH:11][CH:12]=1, predict the reactants needed to synthesize it. The reactants are: [CH3:1][S:2](Cl)(=[O:4])=[O:3].[CH2:6]([S:13][C:14]1[N:19]=[C:18]([NH:20][C@H:21]([CH3:31])[CH2:22][O:23][Si:24]([C:27]([CH3:30])([CH3:29])[CH3:28])([CH3:26])[CH3:25])[CH:17]=[C:16]([NH2:32])[N:15]=1)[C:7]1[CH:12]=[CH:11][CH:10]=[CH:9][CH:8]=1.C(=O)([O-])[O-].[K+].[K+]. (2) Given the product [CH:1]([C:3]12[CH2:13][CH:8]3[CH2:9][CH:10]([CH2:12][CH:5]([O:6][C:7]3=[S:24])[CH2:4]1)[CH2:11]2)=[CH2:2], predict the reactants needed to synthesize it. The reactants are: [CH:1]([C:3]12[CH2:13][CH:8]3[CH2:9][CH:10]([CH2:12][CH:5]([O:6][C:7]3=O)[CH2:4]1)[CH2:11]2)=[CH2:2].COC1C=CC(P2(=S)SP(=S)(C3C=CC(OC)=CC=3)[S:24]2)=CC=1. (3) Given the product [Br:1][C:2]1[S:3][CH:4]=[C:5]([CH2:7][O:8][C:12]2[CH:17]=[CH:16][N:15]([C:18]3[CH:19]=[CH:20][C:21]4[N:25]=[C:24]([CH:26]5[CH2:28][CH2:27]5)[N:23]([CH3:29])[C:22]=4[CH:30]=3)[C:14](=[O:31])[CH:13]=2)[N:6]=1, predict the reactants needed to synthesize it. The reactants are: [Br:1][C:2]1[S:3][CH:4]=[C:5]([CH2:7][OH:8])[N:6]=1.[H-].[Na+].Br[C:12]1[CH:17]=[CH:16][N:15]([C:18]2[CH:19]=[CH:20][C:21]3[N:25]=[C:24]([CH:26]4[CH2:28][CH2:27]4)[N:23]([CH3:29])[C:22]=3[CH:30]=2)[C:14](=[O:31])[CH:13]=1. (4) Given the product [C:49]([O:48][C:47]([NH:46][C@H:33]([C:34]([N:36]([C:38]1[CH:39]=[CH:40][C:41]([O:44][CH3:45])=[CH:42][CH:43]=1)[CH3:37])=[O:35])[CH2:32][C:28]1[CH:29]=[C:20]([CH:25]=[CH:26][CH:27]=1)[CH2:19][S:18][CH2:17][C:5]1[NH:4][C:12]2[C:7]([C:6]=1[CH2:13][C:14]([O:16][CH2:55][CH3:56])=[O:15])=[CH:8][CH:9]=[CH:10][CH:11]=2)=[O:53])([CH3:50])([CH3:51])[CH3:52], predict the reactants needed to synthesize it. The reactants are: C([N:4]1[C:12]2[C:7](=[CH:8][CH:9]=[CH:10][CH:11]=2)[C:6]([CH2:13][C:14]([O-:16])=[O:15])=[C:5]1[CH2:17][S:18][C:19](=O)[CH3:20])(=O)C.[OH-].[K+].Cl[CH2:25][C:26]1[CH:27]=[C:28]([CH2:32][C@H:33]([NH:46][C:47](=[O:53])[O:48][C:49]([CH3:52])([CH3:51])[CH3:50])[C:34]([N:36]([C:38]2[CH:43]=[CH:42][C:41]([O:44][CH3:45])=[CH:40][CH:39]=2)[CH3:37])=[O:35])[CH:29]=CC=1.Cl.[CH2:55](O)[CH3:56]. (5) Given the product [Br:11][C:5]1[CH:6]=[C:7]([N+:8]([O-:10])=[O:9])[C:2]([C:13]#[N:14])=[N:3][CH:4]=1, predict the reactants needed to synthesize it. The reactants are: Br[C:2]1[C:7]([N+:8]([O-:10])=[O:9])=[CH:6][C:5]([Br:11])=[CH:4][N:3]=1.[Cu](C#N)[C:13]#[N:14].C(OC(C)C)(=O)C. (6) Given the product [F:1][C:2]1[CH:7]=[CH:6][CH:5]=[C:4]([O:8][C:9]2[CH:10]=[N:11][C:12]3[C:17]([CH:18]=2)=[CH:16][CH:15]=[CH:14][C:13]=3[F:19])[C:3]=1[C:20]([OH:22])([C:23]([CH3:26])([CH3:25])[CH3:24])[CH3:21], predict the reactants needed to synthesize it. The reactants are: [F:1][C:2]1[CH:7]=[CH:6][CH:5]=[C:4]([O:8][C:9]2[CH:10]=[N:11][C:12]3[C:17]([CH:18]=2)=[CH:16][CH:15]=[CH:14][C:13]=3[F:19])[C:3]=1[C:20](=[O:22])[CH3:21].[C:23]([Mg]Cl)([CH3:26])([CH3:25])[CH3:24].Cl. (7) Given the product [Br:18][C:16]1[CH:15]=[CH:14][C:13]([F:19])=[C:12]([C:2]2([CH3:11])[CH2:3][C:4]3([CH2:5][CH2:6][O:7][CH2:8][CH2:9]3)[O:10][C:21]([NH2:22])=[N:1]2)[CH:17]=1, predict the reactants needed to synthesize it. The reactants are: [NH2:1][C:2]([C:12]1[CH:17]=[C:16]([Br:18])[CH:15]=[CH:14][C:13]=1[F:19])([CH3:11])[CH2:3][C:4]1([OH:10])[CH2:9][CH2:8][O:7][CH2:6][CH2:5]1.Br[C:21]#[N:22]. (8) Given the product [Br:6][C:7]1[CH:8]=[C:9]([NH:14][S:2]([CH3:1])(=[O:4])=[O:3])[C:10]([CH3:13])=[N:11][CH:12]=1, predict the reactants needed to synthesize it. The reactants are: [CH3:1][S:2](Cl)(=[O:4])=[O:3].[Br:6][C:7]1[CH:8]=[C:9]([NH2:14])[C:10]([CH3:13])=[N:11][CH:12]=1.Cl.C(Cl)Cl.